This data is from Catalyst prediction with 721,799 reactions and 888 catalyst types from USPTO. The task is: Predict which catalyst facilitates the given reaction. Reactant: N#N.[NH2:3][C@H:4]1[CH2:9][CH2:8][C@H:7]([OH:10])[CH2:6][CH2:5]1.[C:11]([O:15][C:16](O[C:16]([O:15][C:11]([CH3:14])([CH3:13])[CH3:12])=[O:17])=[O:17])([CH3:14])([CH3:13])[CH3:12].O. Product: [OH:10][C@H:7]1[CH2:8][CH2:9][C@H:4]([NH:3][C:16](=[O:17])[O:15][C:11]([CH3:14])([CH3:13])[CH3:12])[CH2:5][CH2:6]1. The catalyst class is: 758.